This data is from NCI-60 drug combinations with 297,098 pairs across 59 cell lines. The task is: Regression. Given two drug SMILES strings and cell line genomic features, predict the synergy score measuring deviation from expected non-interaction effect. Drug 1: C1=CC(=C2C(=C1NCCNCCO)C(=O)C3=C(C=CC(=C3C2=O)O)O)NCCNCCO. Drug 2: CCCCCOC(=O)NC1=NC(=O)N(C=C1F)C2C(C(C(O2)C)O)O. Cell line: IGROV1. Synergy scores: CSS=38.2, Synergy_ZIP=-9.43, Synergy_Bliss=-4.04, Synergy_Loewe=-63.8, Synergy_HSA=-3.50.